Dataset: Reaction yield outcomes from USPTO patents with 853,638 reactions. Task: Predict the reaction yield, written as a fraction of the theoretical maximum amount of product (1.0 means a 100% yield; for example, 0.34 means a 34% yield). (1) The reactants are [C:1]([NH:5][S:6]([C:9]1[CH:10]=[N:11][N:12]2[C:17]([NH:18][C:19]3[CH:24]=[C:23]([CH3:25])[C:22]([F:26])=[CH:21][C:20]=3[Cl:27])=[C:16]([C:28](OCC)=[O:29])[CH:15]=[N:14][C:13]=12)(=[O:8])=[O:7])([CH3:4])([CH3:3])[CH3:2].[F:33][C:34]1[CH:39]=[CH:38][C:37]([CH:40]2[CH2:45][CH2:44][NH:43][CH2:42][CH2:41]2)=[CH:36][CH:35]=1. No catalyst specified. The product is [C:1]([NH:5][S:6]([C:9]1[CH:10]=[N:11][N:12]2[C:17]([NH:18][C:19]3[CH:24]=[C:23]([CH3:25])[C:22]([F:26])=[CH:21][C:20]=3[Cl:27])=[C:16]([C:28]([N:43]3[CH2:44][CH2:45][CH:40]([C:37]4[CH:36]=[CH:35][C:34]([F:33])=[CH:39][CH:38]=4)[CH2:41][CH2:42]3)=[O:29])[CH:15]=[N:14][C:13]=12)(=[O:8])=[O:7])([CH3:2])([CH3:3])[CH3:4]. The yield is 0.330. (2) The reactants are [H-].[Na+].[C:3]1([SH:9])[CH:8]=[CH:7][CH:6]=[CH:5][CH:4]=1.[C:10]([O:14][C:15]([N:17]1[CH2:23][CH2:22][C:21]2[C:24]([CH2:29]Cl)=[C:25]([Cl:28])[CH:26]=[CH:27][C:20]=2[CH2:19][CH2:18]1)=[O:16])([CH3:13])([CH3:12])[CH3:11]. The catalyst is CN(C=O)C.[I-].[K+]. The product is [C:10]([O:14][C:15]([N:17]1[CH2:23][CH2:22][C:21]2[C:24]([CH2:29][S:9][C:3]3[CH:8]=[CH:7][CH:6]=[CH:5][CH:4]=3)=[C:25]([Cl:28])[CH:26]=[CH:27][C:20]=2[CH2:19][CH2:18]1)=[O:16])([CH3:13])([CH3:12])[CH3:11]. The yield is 0.980. (3) The reactants are Br[CH2:2][C:3](=O)[C:4]([CH3:7])([CH3:6])[CH3:5].[NH2:9][C:10]([NH2:12])=[S:11].C(=O)([O-])O.[Na+]. The catalyst is C(O)C. The product is [NH2:12][C:10]1[S:11][CH:2]=[C:3]([C:4]([CH3:7])([CH3:6])[CH3:5])[N:9]=1. The yield is 0.909. (4) The reactants are [H-].COCCO[Al+]OCCOC.[Na+].[H-].[CH2:15]([C:17]([C:39]1[CH:44]=[CH:43][C:42]([OH:45])=[C:41]([CH3:46])[CH:40]=1)([C:20]1[CH:25]=[CH:24][C:23]([C:26]#[C:27][C:28]([OH:37])([C:33]([F:36])([F:35])[F:34])[C:29]([F:32])([F:31])[F:30])=[C:22]([CH3:38])[CH:21]=1)[CH2:18][CH3:19])[CH3:16].Cl. The catalyst is O1CCCC1. The product is [CH2:15]([C:17]([C:39]1[CH:44]=[CH:43][C:42]([OH:45])=[C:41]([CH3:46])[CH:40]=1)([C:20]1[CH:25]=[CH:24][C:23](/[CH:26]=[CH:27]/[C:28]([OH:37])([C:33]([F:34])([F:35])[F:36])[C:29]([F:32])([F:31])[F:30])=[C:22]([CH3:38])[CH:21]=1)[CH2:18][CH3:19])[CH3:16]. The yield is 0.700. (5) The reactants are [OH:1][C:2]1[CH:3]=[C:4]([CH:9]=[CH:10][CH:11]=1)[C:5]([O:7][CH3:8])=[O:6].[Br:12]Br. The catalyst is ClC(Cl)(Cl)Cl. The product is [Br:12][C:9]1[CH:10]=[CH:11][C:2]([OH:1])=[CH:3][C:4]=1[C:5]([O:7][CH3:8])=[O:6]. The yield is 0.570. (6) The yield is 0.820. The product is [CH2:3]([O:5][C:6]1[CH:11]=[CH:10][N:9]=[C:8]([NH:12][CH2:13][CH2:14][CH2:15][O:16][C:17]2[CH:18]=[CH:19][C:20]3[CH2:26][CH:25]([CH2:27][C:28]([OH:30])=[O:29])[C:24]4[CH:33]=[CH:34][CH:35]=[CH:36][C:23]=4[CH2:22][C:21]=3[CH:37]=2)[CH:7]=1)[CH3:4]. The reactants are [OH-].[Na+].[CH2:3]([O:5][C:6]1[CH:11]=[CH:10][N:9]=[C:8]([NH:12][CH2:13][CH2:14][CH2:15][O:16][C:17]2[CH:18]=[CH:19][C:20]3[CH2:26][CH:25]([CH2:27][C:28]([O:30]CC)=[O:29])[C:24]4[CH:33]=[CH:34][CH:35]=[CH:36][C:23]=4[CH2:22][C:21]=3[CH:37]=2)[CH:7]=1)[CH3:4]. The catalyst is C(O)C.